Dataset: Forward reaction prediction with 1.9M reactions from USPTO patents (1976-2016). Task: Predict the product of the given reaction. Given the reactants [NH:1]1[CH2:6][CH2:5][CH2:4][C@H:3]([C:7]([O:9][CH2:10][CH3:11])=[O:8])[CH2:2]1.[Br:12][CH2:13][C:14]([C:16]1[CH:23]=[CH:22][C:19]([C:20]#[N:21])=[CH:18][CH:17]=1)=[O:15], predict the reaction product. The product is: [BrH:12].[C:20]([C:19]1[CH:22]=[CH:23][C:16]([C:14](=[O:15])[CH2:13][N:1]2[CH2:6][CH2:5][CH2:4][C@H:3]([C:7]([O:9][CH2:10][CH3:11])=[O:8])[CH2:2]2)=[CH:17][CH:18]=1)#[N:21].